From a dataset of M1 muscarinic receptor antagonist screen with 61,756 compounds. Binary Classification. Given a drug SMILES string, predict its activity (active/inactive) in a high-throughput screening assay against a specified biological target. (1) The result is 0 (inactive). The drug is S(CC(=O)C(C)(C)C)c1n(c(nn1)c1cccnc1)C. (2) The drug is Brc1cn(nc1)Cc1cc(ccc1)C(O)=O. The result is 0 (inactive). (3) The result is 0 (inactive). The molecule is O=C(N1CCN(CC1)c1n(c2c(n1)cccc2)C)C12CC3CC(C1)CC(C2)C3. (4) The drug is S(CC(=O)N1CCCC1)c1n(Cc2ccccc2)c(nn1)c1ccccc1. The result is 0 (inactive). (5) The drug is OC1=C(C(N(CCCn2ccnc2)C1=O)c1ccc(OCCC)cc1)C(=O)c1occc1. The result is 0 (inactive).